From a dataset of Reaction yield outcomes from USPTO patents with 853,638 reactions. Predict the reaction yield, written as a fraction of the theoretical maximum amount of product (1.0 means a 100% yield; for example, 0.34 means a 34% yield). (1) The reactants are C1(OC)C=CC=CC=1.[Cl-].[Al+3].[Cl-].[Cl-].[NH2:13][C:14]1[S:15][C:16]([C:28]([O:30][CH2:31][CH3:32])=[O:29])=[C:17]([CH2:19][O:20]CC2C=CC=CC=2)[N:18]=1. The catalyst is CO. The product is [NH2:13][C:14]1[S:15][C:16]([C:28]([O:30][CH2:31][CH3:32])=[O:29])=[C:17]([CH2:19][OH:20])[N:18]=1. The yield is 0.470. (2) The reactants are Br[CH2:2][C:3]1[CH:7]=[CH:6][S:5][CH:4]=1.[CH3:8][C:9]1[N:14]=[C:13]([SH:15])[N:12]=[C:11]([OH:16])[CH:10]=1.C(N(CC)CC)C. The catalyst is C(O)C. The product is [CH3:8][C:9]1[N:14]=[C:13]([S:15][CH2:2][C:3]2[CH:7]=[CH:6][S:5][CH:4]=2)[N:12]=[C:11]([OH:16])[CH:10]=1. The yield is 0.200. (3) The reactants are [CH3:1][O:2][C:3]([C:5]1[C:10](Cl)=[C:9]([NH:12][C:13](=[O:15])[CH3:14])[CH:8]=[C:7]([C:16]2[CH:21]=[CH:20][C:19]([Cl:22])=[C:18]([O:23][CH3:24])[C:17]=2[F:25])[N:6]=1)=[O:4].[CH2:26]([Sn](CCCC)(CCCC)C=C)[CH2:27]CC. The catalyst is C(#N)C.Cl[Pd](Cl)([P](C1C=CC=CC=1)(C1C=CC=CC=1)C1C=CC=CC=1)[P](C1C=CC=CC=1)(C1C=CC=CC=1)C1C=CC=CC=1. The product is [CH3:1][O:2][C:3]([C:5]1[C:10]([CH:26]=[CH2:27])=[C:9]([NH:12][C:13](=[O:15])[CH3:14])[CH:8]=[C:7]([C:16]2[CH:21]=[CH:20][C:19]([Cl:22])=[C:18]([O:23][CH3:24])[C:17]=2[F:25])[N:6]=1)=[O:4]. The yield is 0.600. (4) The catalyst is ClCCl. The yield is 0.880. The product is [NH:17]1[C:18]2[CH:31]=[CH:30][CH:29]=[CH:28][C:19]=2[N:20]=[C:16]1[CH2:15][N:1]1[C@H:14]2[C@@H:5]([CH2:6][CH2:7][C:8]3[C:13]2=[N:12][CH:11]=[CH:10][CH:9]=3)[CH2:4][CH2:3][CH2:2]1. The reactants are [N:1]1([CH2:15][C:16]2[N:20](C(OC(C)(C)C)=O)[C:19]3[CH:28]=[CH:29][CH:30]=[CH:31][C:18]=3[N:17]=2)[C@H:14]2[C@@H:5]([CH2:6][CH2:7][C:8]3[C:13]2=[N:12][CH:11]=[CH:10][CH:9]=3)[CH2:4][CH2:3][CH2:2]1.FC(F)(F)C(O)=O.